The task is: Predict the reaction yield, written as a fraction of the theoretical maximum amount of product (1.0 means a 100% yield; for example, 0.34 means a 34% yield).. This data is from Reaction yield outcomes from USPTO patents with 853,638 reactions. The reactants are F[C:2]1[CH:3]=[CH:4][C:5]([CH:8]=O)=[N:6][CH:7]=1.[NH:10]1[CH2:15][CH2:14][CH2:13][CH2:12][CH2:11]1.[NH2:16][C:17]1[C:22]([NH2:23])=[C:21]([C:24]2[CH:29]=[CH:28][C:27]([CH2:30][NH:31][C:32](=[O:38])OC(C)(C)C)=[C:26]([F:39])[CH:25]=2)[CH:20]=[CH:19][N:18]=1.[C:40]([C:44]1[O:48][N:47]=[C:46](C([O-])=O)[N:45]=1)([CH3:43])([CH3:42])[CH3:41]. No catalyst specified. The product is [C:40]([C:44]1[O:48][N:47]=[C:46]([C:32]([NH:31][CH2:30][C:27]2[CH:28]=[CH:29][C:24]([C:21]3[CH:20]=[CH:19][N:18]=[C:17]4[NH:16][C:8]([C:5]5[CH:4]=[CH:3][C:2]([N:10]6[CH2:15][CH2:14][CH2:13][CH2:12][CH2:11]6)=[CH:7][N:6]=5)=[N:23][C:22]=34)=[CH:25][C:26]=2[F:39])=[O:38])[N:45]=1)([CH3:43])([CH3:42])[CH3:41]. The yield is 0.0700.